Dataset: Reaction yield outcomes from USPTO patents with 853,638 reactions. Task: Predict the reaction yield, written as a fraction of the theoretical maximum amount of product (1.0 means a 100% yield; for example, 0.34 means a 34% yield). (1) The reactants are [CH3:1][S:2][CH2:3][CH2:4][O:5][C:6]1[CH:7]=[N:8][C:9]([NH:12][CH2:13][C:14]2[CH:19]=[C:18]([C:20]([F:23])([F:22])[F:21])[CH:17]=[CH:16][C:15]=2[N:24]([CH2:27][C@H:28]2[CH2:33][CH2:32][C@H:31]([CH2:34][C:35]([O:37][CH2:38][CH3:39])=[O:36])[CH2:30][CH2:29]2)[CH2:25][CH3:26])=[N:10][CH:11]=1.[H-].[Na+].Br[CH:43]([C:45]1[CH:50]=[C:49]([C:51]([F:54])([F:53])[F:52])[CH:48]=[C:47]([C:55]([F:58])([F:57])[F:56])[CH:46]=1)[CH3:44].O. The catalyst is O1CCCC1.CN(C)C=O. The product is [F:52][C:51]([F:53])([F:54])[C:49]1[CH:50]=[C:45]([CH:43]([N:12]([CH2:13][C:14]2[CH:19]=[C:18]([C:20]([F:22])([F:21])[F:23])[CH:17]=[CH:16][C:15]=2[N:24]([CH2:27][C@H:28]2[CH2:29][CH2:30][C@H:31]([CH2:34][C:35]([O:37][CH2:38][CH3:39])=[O:36])[CH2:32][CH2:33]2)[CH2:25][CH3:26])[C:9]2[N:8]=[CH:7][C:6]([O:5][CH2:4][CH2:3][S:2][CH3:1])=[CH:11][N:10]=2)[CH3:44])[CH:46]=[C:47]([C:55]([F:56])([F:57])[F:58])[CH:48]=1.[F:56][C:55]([F:58])([F:57])[C:47]1[CH:46]=[C:45]([CH:43]([N:12]([CH2:13][C:14]2[CH:19]=[C:18]([C:20]([F:21])([F:22])[F:23])[CH:17]=[CH:16][C:15]=2[N:24]([CH2:27][C@H:28]2[CH2:33][CH2:32][C@H:31]([CH2:34][C:35]([OH:37])=[O:36])[CH2:30][CH2:29]2)[CH2:25][CH3:26])[C:9]2[N:8]=[CH:7][C:6]([O:5][CH2:4][CH2:3][S:2][CH3:1])=[CH:11][N:10]=2)[CH3:44])[CH:50]=[C:49]([C:51]([F:54])([F:53])[F:52])[CH:48]=1. The yield is 0.120. (2) The reactants are [CH2:1]([P:6]([CH2:15][CH2:16][CH2:17][CH2:18][CH3:19])(=[O:14])[O:7][C:8]1[CH:13]=[CH:12][CH:11]=[CH:10][CH:9]=1)[CH2:2][CH2:3][CH2:4][CH3:5].P(Cl)(Cl)(OC1C=CC=CC=1[Cl:29])=O. No catalyst specified. The product is [CH2:15]([P:6]([CH2:1][CH2:2][CH2:3][CH2:4][CH3:5])(=[O:14])[O:7][C:8]1[CH:13]=[CH:12][CH:11]=[CH:10][C:9]=1[Cl:29])[CH2:16][CH2:17][CH2:18][CH3:19]. The yield is 0.110. (3) The reactants are Br[C:2]1[CH:14]=[N:13][C:12]2[C:11]3[C:10]([C:15]([O:17][CH3:18])=[O:16])=[CH:9][CH:8]=[CH:7][C:6]=3[NH:5][C:4]=2[CH:3]=1.[CH3:19][N:20]1[C:24]([Sn](CCCC)(CCCC)CCCC)=[C:23]([CH3:38])[N:22]=[N:21]1.CN(C=O)C. The catalyst is [NH4+].[OH-].O.[Cu]I.C1C=CC([P]([Pd]([P](C2C=CC=CC=2)(C2C=CC=CC=2)C2C=CC=CC=2)([P](C2C=CC=CC=2)(C2C=CC=CC=2)C2C=CC=CC=2)[P](C2C=CC=CC=2)(C2C=CC=CC=2)C2C=CC=CC=2)(C2C=CC=CC=2)C2C=CC=CC=2)=CC=1. The product is [CH3:19][N:20]1[C:24]([C:2]2[CH:14]=[N:13][C:12]3[C:11]4[C:10]([C:15]([O:17][CH3:18])=[O:16])=[CH:9][CH:8]=[CH:7][C:6]=4[NH:5][C:4]=3[CH:3]=2)=[C:23]([CH3:38])[N:22]=[N:21]1. The yield is 0.300. (4) The product is [Cl:20][C:2]1[N:3]=[N:4][C:5]([C:8]2[CH:17]=[CH:16][C:11]([C:12]([O:14][CH3:15])=[O:13])=[CH:10][CH:9]=2)=[CH:6][N:7]=1. The yield is 0.170. The reactants are O=[C:2]1[N:7]=[CH:6][C:5]([C:8]2[CH:17]=[CH:16][C:11]([C:12]([O:14][CH3:15])=[O:13])=[CH:10][CH:9]=2)=[N:4][NH:3]1.P(Cl)(Cl)([Cl:20])=O. The catalyst is C(Cl)(Cl)Cl. (5) The reactants are [Cl:1][C:2]1[CH:7]=[CH:6][C:5]([N+:8]([O-])=O)=[CH:4][C:3]=1[C:11]1[CH:20]=[CH:19][C:18]2[C:13](=[CH:14][CH:15]=[CH:16][N:17]=2)[N:12]=1.[Sn](Cl)Cl.C([O-])(O)=O.[Na+].[OH-].[Na+]. The catalyst is C(O)C.C(Cl)Cl. The product is [Cl:1][C:2]1[CH:7]=[CH:6][C:5]([NH2:8])=[CH:4][C:3]=1[C:11]1[CH:20]=[CH:19][C:18]2[C:13](=[CH:14][CH:15]=[CH:16][N:17]=2)[N:12]=1. The yield is 0.860. (6) The yield is 0.960. The reactants are [NH:1]1[C:9]2[C:4](=[CH:5][CH:6]=[CH:7][CH:8]=2)[CH:3]=[N:2]1.I[C:11]1[CH:12]=[C:13]([CH3:18])[CH:14]=[C:15]([CH3:17])[CH:16]=1. No catalyst specified. The product is [CH3:18][C:13]1[CH:12]=[C:11]([N:1]2[C:9]3[C:4](=[CH:5][CH:6]=[CH:7][CH:8]=3)[CH:3]=[N:2]2)[CH:16]=[C:15]([CH3:17])[CH:14]=1. (7) The reactants are C1(C)C=CC(S(CC[O:12][C:13](=[O:48])[C:14]2[CH:19]=[CH:18][CH:17]=[C:16]([S:20]([N:23]3[C:27]4[CH:28]=[CH:29][CH:30]=[CH:31][C:26]=4[N:25]=[C:24]3[S:32]([CH2:34][C:35]3[C:40]([CH3:41])=[C:39]([O:42][CH2:43][CH2:44][CH2:45][O:46][CH3:47])[CH:38]=[CH:37][N:36]=3)=[O:33])(=[O:22])=[O:21])[CH:15]=2)(=O)=O)=CC=1.C([O-])(O)=O.[Na+:54]. The product is [Na+:54].[CH3:47][O:46][CH2:45][CH2:44][CH2:43][O:42][C:39]1[CH:38]=[CH:37][N:36]=[C:35]([CH2:34][S:32]([C:24]2[N:23]([S:20]([C:16]3[CH:15]=[C:14]([CH:19]=[CH:18][CH:17]=3)[C:13]([O-:48])=[O:12])(=[O:22])=[O:21])[C:27]3[CH:28]=[CH:29][CH:30]=[CH:31][C:26]=3[N:25]=2)=[O:33])[C:40]=1[CH3:41]. The catalyst is CC#N.O. The yield is 0.600. (8) The reactants are [N:1]1[C:10]2[C:9](=O)[CH2:8][CH2:7][CH2:6][C:5]=2[CH:4]=[CH:3][CH:2]=1.[CH2:12]([NH2:14])[CH3:13].O1CCCC1.C(O)(=O)C.C(O[BH-](OC(=O)C)OC(=O)C)(=O)C.[Na+].C(=O)(O)[O-].[Na+]. The catalyst is ClC(Cl)C. The product is [CH2:12]([NH:14][CH:9]1[C:10]2[N:1]=[CH:2][CH:3]=[CH:4][C:5]=2[CH2:6][CH2:7][CH2:8]1)[CH3:13]. The yield is 0.500. (9) The reactants are Br[C:2]1[CH:3]=[C:4]2[C:11]3([N:15]=[C:14]([NH2:16])[C:13]([CH3:17])=[N:12]3)[CH2:10][CH2:9][O:8][C:5]2=[CH:6][CH:7]=1.[Cl:18][C:19]1[CH:20]=[C:21](B(O)O)[CH:22]=[N:23][CH:24]=1.C([O-])([O-])=O.[K+].[K+]. The catalyst is O1CCOCC1.Cl[Pd]Cl.C1(P(C2C=CC=CC=2)[C-]2C=CC=C2)C=CC=CC=1.[C-]1(P(C2C=CC=CC=2)C2C=CC=CC=2)C=CC=C1.[Fe+2]. The product is [Cl:18][C:19]1[CH:20]=[C:21]([C:2]2[CH:3]=[C:4]3[C:11]4([N:15]=[C:14]([NH2:16])[C:13]([CH3:17])=[N:12]4)[CH2:10][CH2:9][O:8][C:5]3=[CH:6][CH:7]=2)[CH:22]=[N:23][CH:24]=1. The yield is 0.630.